From a dataset of Reaction yield outcomes from USPTO patents with 853,638 reactions. Predict the reaction yield, written as a fraction of the theoretical maximum amount of product (1.0 means a 100% yield; for example, 0.34 means a 34% yield). The reactants are [CH2:1]([N:8]([CH:10]([C:15]([O:17]C)=O)[C:11]([O:13][CH3:14])=[O:12])[CH3:9])[C:2]1[CH:7]=[CH:6][CH:5]=[CH:4][CH:3]=1.[CH3:19][NH2:20].CO. The catalyst is CO. The yield is 0.560. The product is [CH3:14][O:13][C:11](=[O:12])[CH:10]([N:8]([CH2:1][C:2]1[CH:7]=[CH:6][CH:5]=[CH:4][CH:3]=1)[CH3:9])[C:15]([NH:20][CH3:19])=[O:17].